This data is from Forward reaction prediction with 1.9M reactions from USPTO patents (1976-2016). The task is: Predict the product of the given reaction. Given the reactants Cl[C:2]1[C:11]2[C:6](=[N:7][CH:8]=[CH:9][N:10]=2)[CH:5]=[C:4]([Cl:12])[N:3]=1.C([O-])([O-])=O.[K+].[K+].[OH:19][CH2:20][C@H:21]1[O:26][CH2:25][CH2:24][N:23]([C:27]([O:29][C:30]([CH3:33])([CH3:32])[CH3:31])=[O:28])[CH2:22]1.O, predict the reaction product. The product is: [Cl:12][C:4]1[N:3]=[C:2]([O:19][CH2:20][C@H:21]2[O:26][CH2:25][CH2:24][N:23]([C:27]([O:29][C:30]([CH3:33])([CH3:32])[CH3:31])=[O:28])[CH2:22]2)[C:11]2[C:6](=[N:7][CH:8]=[CH:9][N:10]=2)[CH:5]=1.